The task is: Predict which catalyst facilitates the given reaction.. This data is from Catalyst prediction with 721,799 reactions and 888 catalyst types from USPTO. (1) Reactant: Br[CH2:2][CH2:3][N:4]([S:13]([C:16]1[CH:21]=[CH:20][CH:19]=[CH:18][C:17]=1[N+:22]([O-:24])=[O:23])(=[O:15])=[O:14])[CH2:5][CH:6]([OH:12])[CH2:7][C:8]([O:10][CH3:11])=[O:9].[H-].[Na+]. Product: [N+:22]([C:17]1[CH:18]=[CH:19][CH:20]=[CH:21][C:16]=1[S:13]([N:4]1[CH2:3][CH2:2][O:12][CH:6]([CH2:7][C:8]([O:10][CH3:11])=[O:9])[CH2:5]1)(=[O:15])=[O:14])([O-:24])=[O:23]. The catalyst class is: 3. (2) Reactant: [NH2:1][CH2:2][CH:3]([CH2:9][C:10]1[CH:15]=[CH:14][CH:13]=[CH:12][CH:11]=1)[C:4]([O:6][CH2:7][CH3:8])=[O:5].[C:16](O[C:16]([O:18][C:19]([CH3:22])([CH3:21])[CH3:20])=[O:17])([O:18][C:19]([CH3:22])([CH3:21])[CH3:20])=[O:17].C(N(CC)CC)C.O. The catalyst class is: 7. Product: [CH2:9]([CH:3]([CH2:2][NH:1][C:16]([O:18][C:19]([CH3:22])([CH3:21])[CH3:20])=[O:17])[C:4]([O:6][CH2:7][CH3:8])=[O:5])[C:10]1[CH:11]=[CH:12][CH:13]=[CH:14][CH:15]=1. (3) Reactant: [N:1]([C@@H:4]1[C:14]2[C:9](=[N:10][CH:11]=[CH:12][CH:13]=2)[C@H:8]([OH:15])[CH2:7][CH2:6][C@H:5]1[C:16]1[CH:21]=[CH:20][CH:19]=[C:18]([F:22])[C:17]=1[F:23])=[N+:2]=[N-:3].[O:24]=[C:25]1[NH:33][C:28]2=[N:29][CH:30]=[CH:31][CH:32]=[C:27]2[N:26]1[CH:34]1[CH2:39][CH2:38][N:37]([C:40](OC2C=CC([N+]([O-])=O)=CC=2)=[O:41])[CH2:36][CH2:35]1.C[Si]([N-][Si](C)(C)C)(C)C.[Na+]. Product: [O:24]=[C:25]1[NH:33][C:28]2=[N:29][CH:30]=[CH:31][CH:32]=[C:27]2[N:26]1[CH:34]1[CH2:35][CH2:36][N:37]([C:40]([O:15][C@H:8]2[C:9]3=[N:10][CH:11]=[CH:12][CH:13]=[C:14]3[C@@H:4]([N:1]=[N+:2]=[N-:3])[C@H:5]([C:16]3[CH:21]=[CH:20][CH:19]=[C:18]([F:22])[C:17]=3[F:23])[CH2:6][CH2:7]2)=[O:41])[CH2:38][CH2:39]1. The catalyst class is: 9. (4) Reactant: [CH2:1]([O:3][C:4]([N:6]1[CH2:11][CH2:10][N:9]([C:12](=[O:42])[C@@H:13]([NH:23][C:24]([C:26]2[CH:30]=[C:29]([O:31][CH2:32][C:33]([OH:35])=O)[N:28]([C:36]3[CH:41]=[CH:40][CH:39]=[CH:38][CH:37]=3)[N:27]=2)=[O:25])[CH2:14][CH2:15][C:16]([O:18]C(C)(C)C)=[O:17])[CH2:8][CH2:7]1)=[O:5])[CH3:2].CN(C([O:50][N:51]1N=N[C:53]2[CH:54]=[CH:55]C=[N:57][C:52]1=2)=[N+](C)C)C.F[P-](F)(F)(F)(F)F.C1C=NC2N(O)N=NC=2C=1.CC[N:79]([CH:83]([CH3:85])[CH3:84])[CH:80]([CH3:82])C.C(O)(C(F)(F)F)=O. Product: [CH2:1]([O:3][C:4]([N:6]1[CH2:11][CH2:10][N:9]([C:12](=[O:42])[C@@H:13]([NH:23][C:24]([C:26]2[CH:30]=[C:29]([O:31][CH2:32][C:33]([N:79]3[CH2:80][CH2:82][CH2:85][C@H:83]3[C:84]3[O:50][N:51]=[C:52]([CH:53]4[CH2:55][CH2:54]4)[N:57]=3)=[O:35])[N:28]([C:36]3[CH:37]=[CH:38][CH:39]=[CH:40][CH:41]=3)[N:27]=2)=[O:25])[CH2:14][CH2:15][C:16]([OH:18])=[O:17])[CH2:8][CH2:7]1)=[O:5])[CH3:2]. The catalyst class is: 85. (5) Reactant: [Br:1][C:2]1[CH:11]=[C:10]2[C:5]([C:6]([CH3:20])([CH3:19])[CH2:7][CH2:8][C:9]2([C:13]2[CH:18]=[CH:17][CH:16]=[CH:15][CH:14]=2)O)=[CH:4][C:3]=1[CH3:21].C1(C)C=CC(S(O)(=O)=O)=CC=1.O. Product: [Br:1][C:2]1[CH:11]=[C:10]2[C:5](=[CH:4][C:3]=1[CH3:21])[C:6]([CH3:20])([CH3:19])[CH2:7][CH:8]=[C:9]2[C:13]1[CH:14]=[CH:15][CH:16]=[CH:17][CH:18]=1. The catalyst class is: 5.